Dataset: Forward reaction prediction with 1.9M reactions from USPTO patents (1976-2016). Task: Predict the product of the given reaction. (1) Given the reactants [CH3:1][C:2]([C@H:4]1[C@H:9]([CH3:10])[CH2:8][CH2:7][CH2:6][C:5]1([CH3:12])[CH3:11])=[O:3].[CH3:13][CH2:14]O, predict the reaction product. The product is: [CH3:12][C:5]1([CH3:11])[CH2:6][CH2:7][CH2:8][C@@H:9]([CH3:10])[C@@H:4]1[C:2](=[O:3])[CH:1]=[CH:13][CH3:14]. (2) Given the reactants [F:1][C:2]([F:15])([F:14])[CH2:3][CH:4]([OH:13])[CH2:5][C:6]1[CH:11]=[CH:10][CH:9]=[CH:8][C:7]=1C.[BH4-].[Na+].[CH3:18][OH:19], predict the reaction product. The product is: [F:1][C:2]([F:15])([F:14])[CH2:3][C@H:4]([OH:13])[CH2:5][C:6]1[CH:11]=[CH:10][CH:9]=[CH:8][C:7]=1[O:19][CH3:18].